Predict the reactants needed to synthesize the given product. From a dataset of Full USPTO retrosynthesis dataset with 1.9M reactions from patents (1976-2016). (1) Given the product [Cl:25][C:18]1[C:19]2[C:24](=[CH:23][CH:22]=[CH:21][CH:20]=2)[C:15]([O:14][CH2:13][C:9]2[N:8]=[C:7]([CH2:6][NH:39][CH2:31][CH2:32][C:33]3[CH:38]=[CH:37][CH:36]=[CH:35][CH:34]=3)[CH:12]=[CH:11][CH:10]=2)=[N:16][N:17]=1, predict the reactants needed to synthesize it. The reactants are: CS(O[CH2:6][C:7]1[CH:12]=[CH:11][CH:10]=[C:9]([CH2:13][O:14][C:15]2[C:24]3[C:19](=[CH:20][CH:21]=[CH:22][CH:23]=3)[C:18]([Cl:25])=[N:17][N:16]=2)[N:8]=1)(=O)=O.CN(C=O)C.[CH2:31]([NH2:39])[CH2:32][C:33]1[CH:38]=[CH:37][CH:36]=[CH:35][CH:34]=1. (2) Given the product [OH:15][CH2:14][C:13]1[CH:17]=[CH:18][C:10]([C:8]([O:7][CH3:6])=[O:9])=[C:11]([N+:19]([O-:21])=[O:20])[CH:12]=1, predict the reactants needed to synthesize it. The reactants are: O1CCCC1.[CH3:6][O:7][C:8]([C:10]1[CH:18]=[CH:17][C:13]([C:14](O)=[O:15])=[CH:12][C:11]=1[N+:19]([O-:21])=[O:20])=[O:9].Cl. (3) Given the product [ClH:35].[Cl:35][C:4]1[CH:3]=[C:2]([C:37]2[S:36][CH:40]=[CH:39][CH:38]=2)[CH:7]=[CH:6][C:5]=1[C:8]1[C:31](=[O:32])[N:30]([CH2:33][CH3:34])[C:11]2[N:12]=[C:13]([NH:16][C:17]3[CH:22]=[CH:21][C:20]([N:23]4[CH2:28][CH2:27][N:26]([CH3:29])[CH2:25][CH2:24]4)=[CH:19][CH:18]=3)[N:14]=[CH:15][C:10]=2[CH:9]=1, predict the reactants needed to synthesize it. The reactants are: Br[C:2]1[CH:7]=[CH:6][C:5]([C:8]2[C:31](=[O:32])[N:30]([CH2:33][CH3:34])[C:11]3[N:12]=[C:13]([NH:16][C:17]4[CH:22]=[CH:21][C:20]([N:23]5[CH2:28][CH2:27][N:26]([CH3:29])[CH2:25][CH2:24]5)=[CH:19][CH:18]=4)[N:14]=[CH:15][C:10]=3[CH:9]=2)=[C:4]([Cl:35])[CH:3]=1.[S:36]1[CH:40]=[CH:39][CH:38]=[C:37]1B(O)O.C([O-])(O)=O.[Na+].O1CCOCC1. (4) Given the product [NH2:8][C@H:12]([CH2:11][OH:10])[CH2:13][CH2:14][C:15]1[CH:16]=[CH:17][C:18]([NH:21][C:22](=[O:30])[C:23]2[CH:28]=[CH:27][C:26]([Cl:29])=[CH:25][CH:24]=2)=[CH:19][CH:20]=1, predict the reactants needed to synthesize it. The reactants are: C(OC([N:8]1[C@@H:12]([CH2:13][CH2:14][C:15]2[CH:20]=[CH:19][C:18]([NH:21][C:22](=[O:30])[C:23]3[CH:28]=[CH:27][C:26]([Cl:29])=[CH:25][CH:24]=3)=[CH:17][CH:16]=2)[CH2:11][O:10]C1(C)C)=O)(C)(C)C.O.FC(F)(F)C(O)=O.[OH-].[Na+]. (5) The reactants are: Cl[C:2]1[CH:7]=[CH:6][N:5]=[C:4]2[CH:8]=[C:9]([C:11]3[CH:16]=[C:15]([CH3:17])[CH:14]=[C:13]([CH3:18])[CH:12]=3)[O:10][C:3]=12.[CH3:19][C:20]1[C:28]([NH2:29])=[CH:27][CH:26]=[C:25]2[C:21]=1[CH:22]=[CH:23][NH:24]2. Given the product [CH3:18][C:13]1[CH:12]=[C:11]([C:9]2[O:10][C:3]3[C:4](=[N:5][CH:6]=[CH:7][C:2]=3[NH:29][C:28]3[C:20]([CH3:19])=[C:21]4[C:25](=[CH:26][CH:27]=3)[NH:24][CH:23]=[CH:22]4)[CH:8]=2)[CH:16]=[C:15]([CH3:17])[CH:14]=1, predict the reactants needed to synthesize it. (6) Given the product [CH3:5][C:6]1[CH:7]=[CH:2][C:3]([N+:9]([O-:11])=[O:10])=[C:24]([CH:25]=[CH2:26])[CH:23]=1, predict the reactants needed to synthesize it. The reactants are: Cl[C:2]1[CH:7]=[CH:6][C:5](C)=C[C:3]=1[N+:9]([O-:11])=[O:10].[CH2:23]([Sn]([CH2:23][CH2:24][CH2:25][CH3:26])([CH2:23][CH2:24][CH2:25][CH3:26])C=C)[CH2:24][CH2:25][CH3:26].